From a dataset of Full USPTO retrosynthesis dataset with 1.9M reactions from patents (1976-2016). Predict the reactants needed to synthesize the given product. (1) Given the product [CH3:25][N:24]1[C:15]2[CH:16]=[C:17]([C:18]([O:20][CH3:21])=[O:19])[CH:22]=[CH:23][C:14]=2[NH:13][C:1]1=[O:2], predict the reactants needed to synthesize it. The reactants are: [C:1](C1NC=CN=1)(C1NC=CN=1)=[O:2].[NH2:13][C:14]1[CH:23]=[CH:22][C:17]([C:18]([O:20][CH3:21])=[O:19])=[CH:16][C:15]=1[NH:24][CH3:25].C(OCC)(=O)C. (2) Given the product [IH:12].[CH3:11][N:3]1[C:4]2[CH:9]=[CH:8][CH:7]=[CH:6][C:5]=2[S:1][C:2]1=[NH:10], predict the reactants needed to synthesize it. The reactants are: [S:1]1[C:5]2[CH:6]=[CH:7][CH:8]=[CH:9][C:4]=2[N:3]=[C:2]1[NH2:10].[CH3:11][I:12]. (3) Given the product [CH3:5][C:6]1[CH:11]=[C:10]([CH3:12])[CH:9]=[CH:8][C:7]=1[C:13]1[CH:18]=[CH:17][N:16]=[C:15]2[NH:19][CH:20]=[C:21]([C:22]#[N:23])[C:14]=12, predict the reactants needed to synthesize it. The reactants are: S(Cl)(Cl)=O.[CH3:5][C:6]1[CH:11]=[C:10]([CH3:12])[CH:9]=[CH:8][C:7]=1[C:13]1[CH:18]=[CH:17][N:16]=[C:15]2[NH:19][CH:20]=[C:21]([CH:22]=[N:23]O)[C:14]=12. (4) Given the product [Cl:15][C:13]1[C:12]([Cl:16])=[CH:11][C:10]2[N:6]([CH2:5][CH2:4][OH:3])[C:7]([CH2:17][C:18]([F:19])([F:20])[F:21])=[N:8][C:9]=2[CH:14]=1, predict the reactants needed to synthesize it. The reactants are: C([O:3][C:4](=O)[CH2:5][N:6]1[C:10]2[CH:11]=[C:12]([Cl:16])[C:13]([Cl:15])=[CH:14][C:9]=2[N:8]=[C:7]1[CH2:17][C:18]([F:21])([F:20])[F:19])C. (5) Given the product [CH3:10][O:9][C:6]1[CH:7]=[CH:8][C:3]([CH2:2][N:15]2[C:23]3[C:18](=[CH:19][C:20]([CH:24]=[O:25])=[CH:21][CH:22]=3)[CH:17]=[N:16]2)=[C:4]([C:11]([F:14])([F:13])[F:12])[CH:5]=1, predict the reactants needed to synthesize it. The reactants are: Br[CH2:2][C:3]1[CH:8]=[CH:7][C:6]([O:9][CH3:10])=[CH:5][C:4]=1[C:11]([F:14])([F:13])[F:12].[NH:15]1[C:23]2[C:18](=[CH:19][C:20]([CH:24]=[O:25])=[CH:21][CH:22]=2)[CH:17]=[N:16]1. (6) Given the product [CH2:1]([N:3]([C@H:27]1[CH2:32][CH2:31][C@@H:30]([N:38]2[CH2:39][CH:36]([F:35])[CH2:37]2)[CH2:29][CH2:28]1)[C:4]1[C:19]2[CH2:18][CH:17]=[CH:16][CH2:15][CH2:14][C:13]3[CH:20]=[C:21]([CH3:25])[NH:22][C:23](=[O:24])[C:12]=3[CH2:11][NH:10][C:9](=[O:26])[C:8]=2[CH:7]=[CH:6][CH:5]=1)[CH3:2], predict the reactants needed to synthesize it. The reactants are: [CH2:1]([N:3]([CH:27]1[CH2:32][CH2:31][C:30](=O)[CH2:29][CH2:28]1)[C:4]1[C:19]2[CH2:18][CH:17]=[CH:16][CH2:15][CH2:14][C:13]3[CH:20]=[C:21]([CH3:25])[NH:22][C:23](=[O:24])[C:12]=3[CH2:11][NH:10][C:9](=[O:26])[C:8]=2[CH:7]=[CH:6][CH:5]=1)[CH3:2].Cl.[F:35][CH:36]1[CH2:39][NH:38][CH2:37]1.CCN(C(C)C)C(C)C.CC(O)=O.[BH-](OC(C)=O)(OC(C)=O)OC(C)=O.[Na+].C([O-])(O)=O.[Na+]. (7) The reactants are: [OH:1][C:2]1[C:3]2[C:22]([CH3:23])=[CH:21][S:20][C:4]=2[N:5]([CH3:19])[C:6](=[O:18])[C:7]=1[C:8]([N:10]([C:12]1[CH:17]=[CH:16][CH:15]=[CH:14][CH:13]=1)[CH3:11])=[O:9].[C:24]([O:30][CH2:31]Cl)(=[O:29])[C:25]([CH3:28])([CH3:27])[CH3:26].N12CCCN=C1CCCCC2.[I-].[K+].Cl. Given the product [CH3:23][C:22]1[C:3]2[C:2]([O:1][CH2:31][O:30][C:24](=[O:29])[C:25]([CH3:28])([CH3:27])[CH3:26])=[C:7]([C:8](=[O:9])[N:10]([CH3:11])[C:12]3[CH:17]=[CH:16][CH:15]=[CH:14][CH:13]=3)[C:6](=[O:18])[N:5]([CH3:19])[C:4]=2[S:20][CH:21]=1, predict the reactants needed to synthesize it. (8) Given the product [CH3:1][C:2]1[C:6](=[C:14]([CH3:16])[CH3:13])[CH:5]=[C:4]([C:7]2[CH:12]=[CH:11][CH:10]=[CH:9][CH:8]=2)[CH:3]=1, predict the reactants needed to synthesize it. The reactants are: [CH3:1][C:2]1[CH2:6][CH:5]=[C:4]([C:7]2[CH:12]=[CH:11][CH:10]=[CH:9][CH:8]=2)[CH:3]=1.[CH3:13][C:14]([CH3:16])=O.N1CCCC1.OP(O)(O)=O. (9) Given the product [C:1]1([C@@H:7]([N:15]2[CH2:20][CH2:19][CH2:18][CH2:17][CH2:16]2)[C:8]([OH:10])=[O:9])[CH:2]=[CH:3][CH:4]=[CH:5][CH:6]=1, predict the reactants needed to synthesize it. The reactants are: [C:1]1([C@@H:7]([N:15]2[CH2:20][CH2:19][CH2:18][CH2:17][CH2:16]2)[C:8]([O:10]C(C)(C)C)=[O:9])[CH:6]=[CH:5][CH:4]=[CH:3][CH:2]=1.C(O)(C(F)(F)F)=O.